This data is from Full USPTO retrosynthesis dataset with 1.9M reactions from patents (1976-2016). The task is: Predict the reactants needed to synthesize the given product. Given the product [CH3:6][N:4]([CH:3]=[C:15]([C:9](=[O:14])[C:10]([CH3:13])([CH3:12])[CH3:11])[C:16]([O:18][CH2:19][CH3:20])=[O:17])[CH3:5], predict the reactants needed to synthesize it. The reactants are: CO[CH:3](OC)[N:4]([CH3:6])[CH3:5].[C:9]([CH2:15][C:16]([O:18][CH2:19][CH3:20])=[O:17])(=[O:14])[C:10]([CH3:13])([CH3:12])[CH3:11].